Dataset: Reaction yield outcomes from USPTO patents with 853,638 reactions. Task: Predict the reaction yield, written as a fraction of the theoretical maximum amount of product (1.0 means a 100% yield; for example, 0.34 means a 34% yield). The reactants are [OH:1][CH2:2][CH:3]1[CH2:8][CH2:7][N:6]([C:9]([O:11][C:12]([CH3:15])(C)C)=[O:10])[CH2:5][CH2:4]1.[C:16]1([CH3:26])[CH:21]=[CH:20][C:19]([S:22](Cl)(=[O:24])=[O:23])=[CH:18][CH:17]=1.O.N1C=CC=[CH:30][CH:29]=1. No catalyst specified. The product is [S:22]([O:1][CH2:2][CH:3]1[CH2:4][CH2:5][N:6]([C:9]([O:11][CH2:12][CH2:15][CH2:29][CH3:30])=[O:10])[CH2:7][CH2:8]1)([C:19]1[CH:20]=[CH:21][C:16]([CH3:26])=[CH:17][CH:18]=1)(=[O:24])=[O:23]. The yield is 0.910.